The task is: Predict which catalyst facilitates the given reaction.. This data is from Catalyst prediction with 721,799 reactions and 888 catalyst types from USPTO. (1) Reactant: [CH3:1][C:2]1[CH:3]=[C:4]([CH:7]=[CH:8][C:9]=1[CH3:10])[CH:5]=O.[CH3:11][NH2:12]. Product: [CH3:1][C:2]1[CH:3]=[C:4]([CH:7]=[CH:8][C:9]=1[CH3:10])[CH:5]=[N:12][CH3:11]. The catalyst class is: 8. (2) Reactant: [CH3:1][O:2][C:3]([C:5]1[N:6]=[CH:7][C:8](=[O:15])[NH:9][C:10]=1[NH:11][C:12](=[O:14])[CH3:13])=[O:4].C1(P(C2C=CC=CC=2)C2C=CC=CC=2)C=CC=CC=1.N(C(OCC)=O)=NC(OCC)=O.[F:47][CH2:48][CH2:49]O.C([O-])(O)=O.[Na+]. Product: [CH3:1][O:2][C:3]([C:5]1[C:10]([NH:11][C:12](=[O:14])[CH3:13])=[N:9][C:8]([O:15][CH2:49][CH2:48][F:47])=[CH:7][N:6]=1)=[O:4]. The catalyst class is: 1. (3) Product: [OH2:3].[OH2:3].[OH2:3].[OH2:3].[Mg:27].[CH3:2][O:3][C:4]1[CH:5]=[CH:6][C:7]2[N:11]=[C:10]([S@:12]([CH2:14][C:15]3[C:20]([CH3:21])=[C:19]([O:22][CH3:23])[C:18]([CH3:24])=[CH:17][N:16]=3)=[O:13])[NH:9][C:8]=2[CH:25]=1. The catalyst class is: 6. Reactant: [Na].[CH3:2][O:3][C:4]1[CH:5]=[CH:6][C:7]2[N:11]=[C:10]([S:12]([CH2:14][C:15]3[C:20]([CH3:21])=[C:19]([O:22][CH3:23])[C:18]([CH3:24])=[CH:17][N:16]=3)=[O:13])[NH:9][C:8]=2[CH:25]=1.[Cl-].[Mg+2:27].[Cl-]. (4) Reactant: C[O:2][C:3](=[O:12])[C:4]1[CH:9]=[CH:8][CH:7]=[C:6]([NH2:10])[C:5]=1[NH2:11].[C:13](O)(=O)[CH:14]([CH3:16])[CH3:15].[OH-].[Na+]. Product: [CH:14]([C:16]1[NH:10][C:6]2[CH:7]=[CH:8][CH:9]=[C:4]([C:3]([OH:2])=[O:12])[C:5]=2[N:11]=1)([CH3:15])[CH3:13]. The catalyst class is: 33. (5) Reactant: [Br:1][C:2]1[CH:3]=[C:4]([CH2:9]O)[CH:5]=[CH:6][C:7]=1[Cl:8].P(Br)(Br)[Br:12]. Product: [Br:1][C:2]1[CH:3]=[C:4]([CH2:9][Br:12])[CH:5]=[CH:6][C:7]=1[Cl:8]. The catalyst class is: 46. (6) Reactant: [C:1]([O:5][C:6](=[O:20])[NH:7][CH:8]1[C:17]2[C:12](=[CH:13][C:14]([CH2:18][OH:19])=[CH:15][CH:16]=2)[CH2:11][CH2:10][CH2:9]1)([CH3:4])([CH3:3])[CH3:2]. Product: [C:1]([O:5][C:6](=[O:20])[NH:7][CH:8]1[C:17]2[C:12](=[CH:13][C:14]([CH:18]=[O:19])=[CH:15][CH:16]=2)[CH2:11][CH2:10][CH2:9]1)([CH3:4])([CH3:2])[CH3:3]. The catalyst class is: 177.